This data is from Forward reaction prediction with 1.9M reactions from USPTO patents (1976-2016). The task is: Predict the product of the given reaction. Given the reactants [N:1]1([CH2:7][CH2:8][NH2:9])[CH2:6][CH2:5][NH:4][CH2:3][CH2:2]1.[NH:10]1[C:18]2[C:13](=[CH:14][C:15]([NH:19][C:20]3[CH:25]=[CH:24][N:23]=[C:22]4[CH:26]=[C:27]([C:29]5[CH:36]=[CH:35][C:32]([CH:33]=O)=[CH:31][CH:30]=5)[S:28][C:21]=34)=[CH:16][CH:17]=2)[CH:12]=[CH:11]1, predict the reaction product. The product is: [NH:10]1[C:18]2[C:13](=[CH:14][C:15]([NH:19][C:20]3[CH:25]=[CH:24][N:23]=[C:22]4[CH:26]=[C:27]([C:29]5[CH:36]=[CH:35][C:32]([CH2:33][NH:9][CH2:8][CH2:7][N:1]6[CH2:6][CH2:5][NH:4][CH2:3][CH2:2]6)=[CH:31][CH:30]=5)[S:28][C:21]=34)=[CH:16][CH:17]=2)[CH:12]=[CH:11]1.